Dataset: Catalyst prediction with 721,799 reactions and 888 catalyst types from USPTO. Task: Predict which catalyst facilitates the given reaction. (1) Reactant: [NH:1]([C:3]1[C:8]([F:9])=[CH:7][C:6]([Cl:10])=[CH:5][N:4]=1)N. Product: [NH2:1][C:3]1[C:8]([F:9])=[CH:7][C:6]([Cl:10])=[CH:5][N:4]=1. The catalyst class is: 227. (2) Reactant: F[C:2]1[CH:10]=[CH:9][C:5]([C:6]([OH:8])=[O:7])=[CH:4][C:3]=1[S:11]([N:14]1[CH2:19][CH2:18][O:17][CH2:16][CH2:15]1)(=[O:13])=[O:12].CS(CCO)(=O)=[O:22].[H-].[Na+]. Product: [OH:22][C:2]1[CH:10]=[CH:9][C:5]([C:6]([OH:8])=[O:7])=[CH:4][C:3]=1[S:11]([N:14]1[CH2:19][CH2:18][O:17][CH2:16][CH2:15]1)(=[O:13])=[O:12]. The catalyst class is: 3. (3) Reactant: [Br:1][C:2]1[CH:3]=[C:4]([C@@:9]([NH:22][S@@:23]([C:25]([CH3:28])([CH3:27])[CH3:26])=[O:24])([CH2:12]/[C:13](=N/N(C)C)/[C:14]([F:17])([F:16])[F:15])[CH2:10][F:11])[C:5]([F:8])=[N:6][CH:7]=1.Cl.C([O-])(O)=[O:31].[Na+]. Product: [Br:1][C:2]1[CH:3]=[C:4]([C@@:9]([NH:22][S@@:23]([C:25]([CH3:28])([CH3:27])[CH3:26])=[O:24])([CH2:12][C:13](=[O:31])[C:14]([F:17])([F:16])[F:15])[CH2:10][F:11])[C:5]([F:8])=[N:6][CH:7]=1. The catalyst class is: 1. (4) Reactant: [Br:1][C:2]1[C:3]([CH3:9])=[N:4][C:5](Cl)=[N:6][CH:7]=1.Cl.[NH:11]1[CH2:15][CH2:14][C@H:13]([C:16]([OH:18])=[O:17])[CH2:12]1.CCN(CC)CC. Product: [Br:1][C:2]1[C:3]([CH3:9])=[N:4][C:5]([N:11]2[CH2:15][CH2:14][C@H:13]([C:16]([OH:18])=[O:17])[CH2:12]2)=[N:6][CH:7]=1. The catalyst class is: 3. (5) Reactant: [NH2:1][C:2]1[CH:3]=[C:4]([N:8]([CH2:16][C:17]2[CH:22]=[CH:21][CH:20]=[C:19]([O:23][C:24]([F:29])([F:28])[CH:25]([F:27])[F:26])[CH:18]=2)[CH2:9][CH:10]([OH:15])[C:11]([F:14])([F:13])[F:12])[CH:5]=[CH:6][CH:7]=1.C(N(CC)CC)C.[F:37][C:38]1[CH:43]=[CH:42][C:41]([S:44](Cl)(=[O:46])=[O:45])=[CH:40][CH:39]=1. Product: [F:37][C:38]1[CH:43]=[CH:42][C:41]([S:44]([NH:1][C:2]2[CH:7]=[CH:6][CH:5]=[C:4]([N:8]([CH2:16][C:17]3[CH:22]=[CH:21][CH:20]=[C:19]([O:23][C:24]([F:28])([F:29])[CH:25]([F:26])[F:27])[CH:18]=3)[CH2:9][CH:10]([OH:15])[C:11]([F:14])([F:13])[F:12])[CH:3]=2)(=[O:46])=[O:45])=[CH:40][CH:39]=1. The catalyst class is: 4. (6) Product: [CH2:1]([O:5][CH2:6][CH2:7][O:8][C:9]1[CH:10]=[CH:11][C:12]([C:15]2[CH:16]=[CH:17][C:18]3[N:24]([C:25](=[O:30])[C:26]([F:27])([F:28])[F:29])[CH2:23][CH2:22][C:21]([C:31]([NH:33][C:34]4[CH:39]=[CH:38][C:37]([CH:40]([OH:47])[C:41]5[CH:46]=[CH:45][CH:44]=[CH:43][N+:42]=5[O-:58])=[C:36]([Cl:48])[CH:35]=4)=[O:32])=[CH:20][C:19]=3[CH:49]=2)=[CH:13][CH:14]=1)[CH2:2][CH2:3][CH3:4]. The catalyst class is: 4. Reactant: [CH2:1]([O:5][CH2:6][CH2:7][O:8][C:9]1[CH:14]=[CH:13][C:12]([C:15]2[CH:16]=[CH:17][C:18]3[N:24]([C:25](=[O:30])[C:26]([F:29])([F:28])[F:27])[CH2:23][CH2:22][C:21]([C:31]([NH:33][C:34]4[CH:39]=[CH:38][C:37]([CH:40]([OH:47])[C:41]5[CH:46]=[CH:45][CH:44]=[CH:43][N:42]=5)=[C:36]([Cl:48])[CH:35]=4)=[O:32])=[CH:20][C:19]=3[CH:49]=2)=[CH:11][CH:10]=1)[CH2:2][CH2:3][CH3:4].ClC1C=CC=C(C(OO)=[O:58])C=1.S([O-])([O-])(=O)=S.[Na+].[Na+].